This data is from Full USPTO retrosynthesis dataset with 1.9M reactions from patents (1976-2016). The task is: Predict the reactants needed to synthesize the given product. (1) Given the product [F:1][C:2]1[CH:3]=[CH:4][C:5]([C:8]2[CH:13]=[CH:12][C:11]([C:14]3[N:19]=[C:18]([C:20]([NH2:26])=[O:22])[CH:17]=[C:16]([CH:24]=[CH2:25])[CH:15]=3)=[CH:10][CH:9]=2)=[CH:6][CH:7]=1, predict the reactants needed to synthesize it. The reactants are: [F:1][C:2]1[CH:7]=[CH:6][C:5]([C:8]2[CH:13]=[CH:12][C:11]([C:14]3[N:19]=[C:18]([C:20]([O:22]C)=O)[CH:17]=[C:16]([CH:24]=[CH2:25])[CH:15]=3)=[CH:10][CH:9]=2)=[CH:4][CH:3]=1.[NH3:26]. (2) The reactants are: F[C:2]1[CH:14]=[CH:13][C:5]([C:6]([O:8][C:9]([CH3:12])([CH3:11])[CH3:10])=[O:7])=[CH:4][CH:3]=1.[NH2:15][CH2:16][CH2:17][N:18]1[CH2:22][CH2:21][CH2:20][CH2:19]1. Given the product [N:18]1([CH2:17][CH2:16][NH:15][C:2]2[CH:14]=[CH:13][C:5]([C:6]([O:8][C:9]([CH3:12])([CH3:11])[CH3:10])=[O:7])=[CH:4][CH:3]=2)[CH2:22][CH2:21][CH2:20][CH2:19]1, predict the reactants needed to synthesize it. (3) The reactants are: Br[CH2:2][C:3]1[CH:8]=[CH:7][CH:6]=[CH:5][C:4]=1[F:9].[N-:10]=[N+:11]=[N-:12].[Na+]. Given the product [N:10]([CH2:2][C:3]1[CH:8]=[CH:7][CH:6]=[CH:5][C:4]=1[F:9])=[N+:11]=[N-:12], predict the reactants needed to synthesize it. (4) Given the product [CH2:1]([C@H:8]1[CH2:12][S:11][C:10](=[O:13])[N:9]1[C:14]([C@@H:15]([C@@H:61]([OH:62])[CH2:60][CH2:59][C:56]1[CH:57]=[CH:58][C:53]([C:50]2[CH:51]=[CH:52][C:47]([F:46])=[CH:48][CH:49]=2)=[CH:54][CH:55]=1)[CH2:16][N:17]1[C:22](=[O:23])[C:21]2[CH:24]=[CH:25][CH:26]=[CH:27][C:20]=2[N:19]=[N:18]1)=[O:28])[C:2]1[CH:7]=[CH:6][CH:5]=[CH:4][CH:3]=1, predict the reactants needed to synthesize it. The reactants are: [CH2:1]([C@H:8]1[CH2:12][S:11][C:10](=[O:13])[N:9]1[C:14](=[O:28])[CH2:15][CH2:16][N:17]1[C:22](=[O:23])[C:21]2[CH:24]=[CH:25][CH:26]=[CH:27][C:20]=2[N:19]=[N:18]1)[C:2]1[CH:7]=[CH:6][CH:5]=[CH:4][CH:3]=1.C1C[C@H]2N(C[C@H]3[C@@H]4CCCCN4C[C@@H]2C3)CC1.[F:46][C:47]1[CH:52]=[CH:51][C:50]([C:53]2[CH:58]=[CH:57][C:56]([CH2:59][CH2:60][CH:61]=[O:62])=[CH:55][CH:54]=2)=[CH:49][CH:48]=1. (5) Given the product [Cl:15][C:12]([O:13][CH2:1][O:2][CH2:3][CH2:4][O:5][CH2:6][CH2:7][O:8][CH2:9][CH3:10])=[O:25], predict the reactants needed to synthesize it. The reactants are: [CH3:1][O:2][CH2:3][CH2:4][O:5][CH2:6][CH2:7][O:8][CH2:9][CH2:10]O.[C:12]([Cl:15])(Cl)=[O:13].C1(C)C=CC=CC=1.CC[O:25]CC. (6) Given the product [Cl:2][C:3]1[CH:4]=[CH:5][C:6]([O:14][CH2:15][CH:16]([CH3:18])[CH3:17])=[C:7]([CH2:9][C:10]2[O:11][CH2:12][CH:30]([C:33]([O:35][CH3:19])=[O:34])[N:13]=2)[CH:8]=1, predict the reactants needed to synthesize it. The reactants are: Cl.[Cl:2][C:3]1[CH:4]=[CH:5][C:6]([O:14][CH2:15][CH:16]([CH3:18])[CH3:17])=[C:7]([CH2:9][C:10](=[NH:13])[O:11][CH3:12])[CH:8]=1.[CH:19](N(C(C)C)CC)(C)C.Cl.N[CH:30]([C:33]([OH:35])=[O:34])CO. (7) The reactants are: [F:1][C:2]([F:17])([F:16])[C:3]([N:5]1[CH2:11][CH2:10][C:9]2[CH:12]=[CH:13][CH:14]=[CH:15][C:8]=2[CH2:7][CH2:6]1)=[O:4].[Al+3].[Cl-].[Cl-].[Cl-].[CH:22]([O:25]C)(Cl)Cl. Given the product [F:17][C:2]([F:1])([F:16])[C:3]([N:5]1[CH2:6][CH2:7][C:8]2[CH:15]=[CH:14][C:13]([CH:22]=[O:25])=[CH:12][C:9]=2[CH2:10][CH2:11]1)=[O:4], predict the reactants needed to synthesize it.